This data is from Full USPTO retrosynthesis dataset with 1.9M reactions from patents (1976-2016). The task is: Predict the reactants needed to synthesize the given product. Given the product [CH3:16][C:17]1[CH:22]=[C:21]([N+:23]([O-:25])=[O:24])[CH:20]=[CH:19][C:18]=1[N:26]=[C:27]1[NH:7][C@@H:4]([CH:1]([CH3:3])[CH3:2])[CH2:5][S:28]1, predict the reactants needed to synthesize it. The reactants are: [CH:1]([C@H:4]([NH2:7])[CH2:5]O)([CH3:3])[CH3:2].[Cl-].ClC[C@@H]([NH3+])C(C)C.[CH3:16][C:17]1[CH:22]=[C:21]([N+:23]([O-:25])=[O:24])[CH:20]=[CH:19][C:18]=1[N:26]=[C:27]=[S:28].